Dataset: Catalyst prediction with 721,799 reactions and 888 catalyst types from USPTO. Task: Predict which catalyst facilitates the given reaction. (1) Reactant: C[O:2][C:3]([C:5]1[S:9][C:8]([N:10]2[CH2:15][CH2:14][N:13]([C:16]([O:18][C:19]([CH3:22])([CH3:21])[CH3:20])=[O:17])[CH2:12][CH2:11]2)=[N:7][CH:6]=1)=[O:4].O1CCCC1.[OH-].[Na+]. Product: [C:3]([C:5]1[S:9][C:8]([N:10]2[CH2:15][CH2:14][N:13]([C:16]([O:18][C:19]([CH3:22])([CH3:21])[CH3:20])=[O:17])[CH2:12][CH2:11]2)=[N:7][CH:6]=1)([OH:4])=[O:2]. The catalyst class is: 5. (2) Reactant: [F:1][C:2]1[CH:3]=[C:4]([C:8]#[C:9][C:10]2[CH:11]=[CH:12][C:13]3[C:14](=[O:25])[N:15]4[CH2:24][CH2:23][NH:22][CH2:21][CH2:20][C:16]4=[N:17][C:18]=3[CH:19]=2)[CH:5]=[CH:6][CH:7]=1.[O:26]1[CH2:30][CH2:29][CH:28](OS(C2C=CC=CC=2)(=O)=O)[CH2:27]1. The catalyst class is: 47. Product: [C:14](#[N:15])[CH3:13].[F:1][C:2]1[CH:3]=[C:4]([C:8]#[C:9][C:10]2[CH:11]=[CH:12][C:13]3[C:14](=[O:25])[N:15]4[CH2:24][CH2:23][N:22]([CH:28]5[CH2:29][CH2:30][O:26][CH2:27]5)[CH2:21][CH2:20][C:16]4=[N:17][C:18]=3[CH:19]=2)[CH:5]=[CH:6][CH:7]=1. (3) Reactant: [Cl:1][C:2]1[CH:7]=[CH:6][C:5]([NH:8][CH2:9][CH2:10][NH:11][CH2:12][CH2:13][CH:14]=[C:15]2[C:21]3[CH:22]=[CH:23][CH:24]=[N:25][C:20]=3[CH2:19][O:18][C:17]3[CH:26]=[CH:27][C:28]([C:30]([OH:33])([CH3:32])[CH3:31])=[CH:29][C:16]2=3)=[CH:4][CH:3]=1.[CH:34](=O)[CH3:35].[C:37](O[BH-](OC(=O)C)OC(=O)C)(=O)[CH3:38].[Na+].C(O)(=O)C. Product: [Cl:1][C:2]1[CH:7]=[CH:6][C:5]([N:8]([CH2:34][CH3:35])[CH2:9][CH2:10][N:11]([CH2:37][CH3:38])[CH2:12][CH2:13][CH:14]=[C:15]2[C:21]3[CH:22]=[CH:23][CH:24]=[N:25][C:20]=3[CH2:19][O:18][C:17]3[CH:26]=[CH:27][C:28]([C:30]([OH:33])([CH3:31])[CH3:32])=[CH:29][C:16]2=3)=[CH:4][CH:3]=1. The catalyst class is: 68. (4) Reactant: Cl.[CH2:2]1[C:4]2([CH2:9][CH2:8][NH:7][CH2:6][C@H:5]2[OH:10])[CH2:3]1.CCN(CC)CC.CC(O)=O.C(OC([N:29]1[CH2:35][CH2:34][C:33](=[O:36])[N:32]([CH2:37][CH2:38][CH:39]=O)[CH2:31][CH2:30]1)=O)(C)(C)C.C(O[BH-](OC(=O)C)OC(=O)C)(=O)C.[Na+].C([O-])(O)=O.[Na+]. Product: [OH:10][C@@H:5]1[CH2:6][N:7]([CH2:39][CH2:38][CH2:37][N:32]2[C:33](=[O:36])[CH2:34][CH2:35][NH:29][CH2:30][CH2:31]2)[CH2:8][CH2:9][C:4]21[CH2:3][CH2:2]2. The catalyst class is: 2. (5) Reactant: [C:1]([O:5][C:6]([N:8]1[CH2:12][CH2:11][C@@H:10]([OH:13])[C@H:9]1[C:14](O)=[O:15])=[O:7])([CH3:4])([CH3:3])[CH3:2].[Li+].[Cl-].[BH4-].[Na+].Cl. Product: [OH:13][C@@H:10]1[CH2:11][CH2:12][N:8]([C:6]([O:5][C:1]([CH3:2])([CH3:3])[CH3:4])=[O:7])[C@@H:9]1[CH2:14][OH:15]. The catalyst class is: 219. (6) Product: [C:2]([N:35]1[CH2:36][CH2:37][C:26]2[C:27](=[N:28][C:29]([NH:30][CH:31]([CH3:33])[CH3:32])=[C:24]([N:21]3[CH2:20][CH2:19][CH:18]([O:17][C:16]4[CH:15]=[CH:14][C:11]([C:12]#[N:13])=[CH:10][C:9]=4[F:8])[CH2:23][CH2:22]3)[N:25]=2)[CH2:34]1)(=[O:1])[CH3:4]. Reactant: [OH:1][C:2]([C:4](F)(F)F)=O.[F:8][C:9]1[CH:10]=[C:11]([CH:14]=[CH:15][C:16]=1[O:17][CH:18]1[CH2:23][CH2:22][N:21]([C:24]2[N:25]=[C:26]3[CH2:37][CH2:36][NH:35][CH2:34][C:27]3=[N:28][C:29]=2[NH:30][CH:31]([CH3:33])[CH3:32])[CH2:20][CH2:19]1)[C:12]#[N:13].N1C=CC=CC=1.C(OC(=O)C)(=O)C. The catalyst class is: 2.